This data is from Forward reaction prediction with 1.9M reactions from USPTO patents (1976-2016). The task is: Predict the product of the given reaction. (1) Given the reactants [O:1]1[CH:5]=[CH:4][CH:3]=[C:2]1[C:6]([C:8]1[S:12][CH:11]=[C:10]([CH2:13][C:14]([O:16][CH2:17][CH3:18])=[O:15])[CH:9]=1)=[O:7].I[C:20]1[CH:27]=[CH:26][C:23]([C:24]#[N:25])=[CH:22][CH:21]=1.[F-].[K+].O, predict the reaction product. The product is: [C:24]([C:23]1[CH:26]=[CH:27][C:20]([C:11]2[S:12][C:8]([C:6]([C:2]3[O:1][CH:5]=[CH:4][CH:3]=3)=[O:7])=[CH:9][C:10]=2[CH2:13][C:14]([O:16][CH2:17][CH3:18])=[O:15])=[CH:21][CH:22]=1)#[N:25]. (2) Given the reactants ClCCCl.CC#N.C(OC1[CH:16]=[CH:15][C:14]([CH2:17][C:18]([NH:20][C:21]2[CH:26]=[C:25]([NH:27][CH3:28])[CH:24]=[CH:23][C:22]=2[N+:29]([O-:31])=[O:30])=[O:19])=[CH:13]C=1)C.[C:32](Cl)(=[O:37])[CH2:33][CH:34]([CH3:36])[CH3:35].[CH3:39][CH2:40][O:41][CH2:42][CH3:43], predict the reaction product. The product is: [CH2:40]([O:41][C:42]1[CH:16]=[CH:15][C:14]([CH2:17][C:18]([NH:20][C:21]2[CH:26]=[C:25]([N:27]([CH3:28])[C:32](=[O:37])[CH2:33][CH:34]([CH3:36])[CH3:35])[CH:24]=[CH:23][C:22]=2[N+:29]([O-:31])=[O:30])=[O:19])=[CH:13][CH:43]=1)[CH3:39].